From a dataset of Reaction yield outcomes from USPTO patents with 853,638 reactions. Predict the reaction yield, written as a fraction of the theoretical maximum amount of product (1.0 means a 100% yield; for example, 0.34 means a 34% yield). (1) The reactants are [Br:1][C:2]1[CH:7]=[CH:6][C:5]([C:8](=[O:29])[CH2:9][C:10]([CH2:21][CH2:22][C:23]2[CH:28]=[CH:27][CH:26]=[CH:25][CH:24]=2)(C(OCC)=O)[C:11]([O:13][CH2:14][CH3:15])=[O:12])=[CH:4][CH:3]=1.[OH-].[Na+]. The catalyst is CC(C)=O.C(O)C. The product is [Br:1][C:2]1[CH:3]=[CH:4][C:5]([C:8](=[O:29])[CH2:9][CH:10]([CH2:21][CH2:22][C:23]2[CH:24]=[CH:25][CH:26]=[CH:27][CH:28]=2)[C:11]([O:13][CH2:14][CH3:15])=[O:12])=[CH:6][CH:7]=1. The yield is 0.650. (2) The reactants are N1C2C(=C([N:10]3[CH2:15][CH2:14][N:13]([C:16]([CH:18]4[CH2:27][CH2:26][C:25]5[C:20](=[CH:21][CH:22]=[CH:23][CH:24]=5)[NH:19]4)=[O:17])[CH2:12][CH2:11]3)C=CC=2)C=C1.[C:28]1(N2CCNCC2)[C:37]2[C:32](=[CH:33][CH:34]=[CH:35][CH:36]=2)[CH:31]=[CH:30][N:29]=1. No catalyst specified. The product is [C:28]1([N:10]2[CH2:15][CH2:14][N:13]([C:16]([CH:18]3[CH2:27][CH2:26][C:25]4[C:20](=[CH:21][CH:22]=[CH:23][CH:24]=4)[NH:19]3)=[O:17])[CH2:12][CH2:11]2)[C:37]2[C:32](=[CH:33][CH:34]=[CH:35][CH:36]=2)[CH:31]=[CH:30][N:29]=1. The yield is 0.756. (3) The reactants are CS[C:3]([N:6]1[CH2:10][CH2:9][CH2:8][CH:7]1[C:11]1[CH:15]=[C:14]([C:16]2[CH:21]=[CH:20][CH:19]=[C:18]([Cl:22])[CH:17]=2)[O:13][N:12]=1)=[N:4][CH3:5].[C:23]([NH:31][NH2:32])(=O)[C:24]1[CH:29]=[CH:28][N:27]=[CH:26][CH:25]=1.N1C=CC=CC=1. The yield is 0.250. The catalyst is C(O)C. The product is [Cl:22][C:18]1[CH:17]=[C:16]([C:14]2[O:13][N:12]=[C:11]([CH:7]3[CH2:8][CH2:9][CH2:10][N:6]3[C:3]3[N:4]([CH3:5])[C:23]([C:24]4[CH:29]=[CH:28][N:27]=[CH:26][CH:25]=4)=[N:31][N:32]=3)[CH:15]=2)[CH:21]=[CH:20][CH:19]=1. (4) The reactants are [C:1]1([CH:7]([NH:19][C:20]2[CH:25]=[CH:24][CH:23]=[CH:22][CH:21]=2)[C:8]([O:10][C@@H:11]2[CH:16]3[CH2:17][CH2:18][N:13]([CH2:14][CH2:15]3)[CH2:12]2)=[O:9])[CH:6]=[CH:5][CH:4]=[CH:3][CH:2]=1.[Br:26][CH2:27][C:28]([C:30]1[N:31]=[C:32]([CH3:35])[S:33][CH:34]=1)=[O:29]. The catalyst is C(#N)C. The product is [Br-:26].[CH3:35][C:32]1[S:33][CH:34]=[C:30]([C:28](=[O:29])[CH2:27][N+:13]23[CH2:14][CH2:15][CH:16]([CH2:17][CH2:18]2)[C@@H:11]([O:10][C:8](=[O:9])[C@@H:7]([C:1]2[CH:2]=[CH:3][CH:4]=[CH:5][CH:6]=2)[NH:19][C:20]2[CH:25]=[CH:24][CH:23]=[CH:22][CH:21]=2)[CH2:12]3)[N:31]=1. The yield is 0.350.